This data is from Reaction yield outcomes from USPTO patents with 853,638 reactions. The task is: Predict the reaction yield, written as a fraction of the theoretical maximum amount of product (1.0 means a 100% yield; for example, 0.34 means a 34% yield). (1) The reactants are [CH2:1]([O:8][C:9]1[CH:10]=[CH:11][C:12]([C@@H:20]([O:54][Si:55]([C:58]([CH3:61])([CH3:60])[CH3:59])([CH3:57])[CH3:56])[CH2:21][N:22]([C:47]([O:49][C:50]([CH3:53])([CH3:52])[CH3:51])=[O:48])[CH2:23][CH2:24][CH2:25][CH2:26][NH:27][C:28]([C:30]2[CH:31]=[C:32]([C:36]([OH:46])([C:40]3[CH:45]=[CH:44][CH:43]=[CH:42][CH:41]=3)[C:37]([OH:39])=[O:38])[CH:33]=[CH:34][CH:35]=2)=[O:29])=[C:13]2[C:18]=1[NH:17][C:16](=[O:19])[CH:15]=[CH:14]2)[C:2]1[CH:7]=[CH:6][CH:5]=[CH:4][CH:3]=1.C1N=CN(C(N2C=NC=C2)=O)C=1.[N:74]12[CH2:81][CH2:80][CH:77]([CH2:78][CH2:79]1)[C@@H:76](O)[CH2:75]2. No catalyst specified. The product is [CH2:1]([O:8][C:9]1[CH:10]=[CH:11][C:12]([C@@H:20]([O:54][Si:55]([C:58]([CH3:61])([CH3:60])[CH3:59])([CH3:56])[CH3:57])[CH2:21][N:22]([C:47]([O:49][C:50]([CH3:51])([CH3:52])[CH3:53])=[O:48])[CH2:23][CH2:24][CH2:25][CH2:26][NH:27][C:28]([C:30]2[CH:31]=[C:32]([C:36]([OH:46])([C:40]3[CH:41]=[CH:42][CH:43]=[CH:44][CH:45]=3)[C:37]([O:39][C@@H:76]3[CH:77]4[CH2:80][CH2:81][N:74]([CH2:79][CH2:78]4)[CH2:75]3)=[O:38])[CH:33]=[CH:34][CH:35]=2)=[O:29])=[C:13]2[C:18]=1[NH:17][C:16](=[O:19])[CH:15]=[CH:14]2)[C:2]1[CH:7]=[CH:6][CH:5]=[CH:4][CH:3]=1. The yield is 0.549. (2) The yield is 0.990. The product is [CH2:1]([O:8][C:9]1[CH:14]=[CH:13][CH:12]=[C:11]([O:15][CH3:17])[C:10]=1[Br:16])[C:2]1[CH:3]=[CH:4][CH:5]=[CH:6][CH:7]=1. The reactants are [CH2:1]([O:8][C:9]1[C:10]([Br:16])=[C:11]([OH:15])[CH:12]=[CH:13][CH:14]=1)[C:2]1[CH:7]=[CH:6][CH:5]=[CH:4][CH:3]=1.[C:17]([O-])([O-])=O.[K+].[K+].CI. The catalyst is CN(C=O)C. (3) The reactants are [CH:1]([S:4][C:5]1[CH:13]=[CH:12][C:11]([S:14]([CH3:17])(=[O:16])=[O:15])=[CH:10][C:6]=1[C:7]([OH:9])=O)([CH3:3])[CH3:2].[F:18][C:19]1[CH:20]=[C:21]([C:31](=[O:33])[CH3:32])[CH:22]=[CH:23][C:24]=1[N:25]1[CH2:30][CH2:29][NH:28][CH2:27][CH2:26]1. No catalyst specified. The product is [F:18][C:19]1[CH:20]=[C:21]([C:31](=[O:33])[CH3:32])[CH:22]=[CH:23][C:24]=1[N:25]1[CH2:30][CH2:29][N:28]([C:7](=[O:9])[C:6]2[CH:10]=[C:11]([S:14]([CH3:17])(=[O:16])=[O:15])[CH:12]=[CH:13][C:5]=2[S:4][CH:1]([CH3:2])[CH3:3])[CH2:27][CH2:26]1. The yield is 0.130. (4) The reactants are [CH3:1][C:2]1([CH3:29])[CH2:11][C:10]2[C:5](=[CH:6][CH:7]=[C:8]([C:12]([OH:14])=O)[CH:9]=2)[NH:4][CH:3]1[C:15]1[CH:20]=[C:19]([N:21]2[CH2:26][CH2:25][O:24][CH2:23][CH2:22]2)[CH:18]=[C:17]([O:27][CH3:28])[CH:16]=1.Cl.C(N=C=N)C.[CH3:36][S:37]([NH2:40])(=[O:39])=[O:38]. The catalyst is CN(C)C1C=CN=CC=1.ClCCl. The product is [CH3:29][C:2]1([CH3:1])[CH2:11][C:10]2[C:5](=[CH:6][CH:7]=[C:8]([C:12]([NH:40][S:37]([CH3:36])(=[O:39])=[O:38])=[O:14])[CH:9]=2)[NH:4][CH:3]1[C:15]1[CH:20]=[C:19]([N:21]2[CH2:22][CH2:23][O:24][CH2:25][CH2:26]2)[CH:18]=[C:17]([O:27][CH3:28])[CH:16]=1. The yield is 0.400. (5) The reactants are [Cl:1][CH2:2][CH2:3][OH:4].[CH3:5][C:6](=[C:8]([CH3:10])C)[CH3:7].S(=O)(=O)(O)O.[C:16]([O-])(O)=O.[Na+]. The catalyst is CCCCC.ClCCl. The product is [Cl:1][CH2:2][CH2:3][O:4][C:6]([CH2:8][CH2:10][CH3:16])([CH3:7])[CH3:5]. The yield is 0.840. (6) The reactants are [C:1]([C:3]1[CH:12]=[CH:11][C:6]([C:7](=[O:10])[CH2:8][Br:9])=[CH:5][CH:4]=1)#[N:2].[N:13]1[CH:18]=[CH:17][CH:16]=[CH:15][CH:14]=1. The catalyst is C(#N)C. The product is [Br-:9].[C:1]([C:3]1[CH:12]=[CH:11][C:6]([C:7](=[O:10])[CH2:8][N+:13]2[CH:18]=[CH:17][CH:16]=[CH:15][CH:14]=2)=[CH:5][CH:4]=1)#[N:2]. The yield is 1.00. (7) The reactants are [C:1]([O:5][C:6]([N:8]1[CH2:13][CH2:12][N:11]([CH2:14][CH2:15][C:16]#[N:17])[CH2:10][CH2:9]1)=[O:7])([CH3:4])([CH3:3])[CH3:2]. The catalyst is [Ni].N.CO. The product is [C:1]([O:5][C:6]([N:8]1[CH2:9][CH2:10][N:11]([CH2:14][CH2:15][CH2:16][NH2:17])[CH2:12][CH2:13]1)=[O:7])([CH3:4])([CH3:3])[CH3:2]. The yield is 1.00. (8) The reactants are [Cl:1][CH:2]=[CH:3]Cl.N1CCCCC1.[C:11]([C:13]1[CH:20]=[CH:19][C:16]([CH:17]=[O:18])=[CH:15][CH:14]=1)#[CH:12]. The catalyst is C1C=CC([P]([Pd]([P](C2C=CC=CC=2)(C2C=CC=CC=2)C2C=CC=CC=2)([P](C2C=CC=CC=2)(C2C=CC=CC=2)C2C=CC=CC=2)[P](C2C=CC=CC=2)(C2C=CC=CC=2)C2C=CC=CC=2)(C2C=CC=CC=2)C2C=CC=CC=2)=CC=1.[Cu]I.C1COCC1. The product is [Cl:1]/[CH:2]=[CH:3]/[C:12]#[C:11][C:13]1[CH:20]=[CH:19][C:16]([CH:17]=[O:18])=[CH:15][CH:14]=1. The yield is 0.590. (9) The reactants are [Zn](C)[CH3:2].[CH2:4]([O:11][C:12]([N:14]1[CH2:19][CH2:18][CH2:17][CH:16]([CH:20]=[O:21])[CH2:15]1)=[O:13])[C:5]1[CH:10]=[CH:9][CH:8]=[CH:7][CH:6]=1. The catalyst is CCOCC.CC(C)[O-].CC(C)[O-].CC(C)[O-].CC(C)[O-].[Ti+4]. The product is [CH2:4]([O:11][C:12]([N:14]1[CH2:19][CH2:18][CH2:17][C@@H:16]([C@@H:20]([OH:21])[CH3:2])[CH2:15]1)=[O:13])[C:5]1[CH:10]=[CH:9][CH:8]=[CH:7][CH:6]=1. The yield is 0.510.